From a dataset of Ames mutagenicity test results for genotoxicity prediction. Regression/Classification. Given a drug SMILES string, predict its toxicity properties. Task type varies by dataset: regression for continuous values (e.g., LD50, hERG inhibition percentage) or binary classification for toxic/non-toxic outcomes (e.g., AMES mutagenicity, cardiotoxicity, hepatotoxicity). Dataset: ames. (1) The molecule is CC[C@H](CC[C@@H](C)[C@H]1CC[C@H]2[C@@H]3CC=C4C[C@@H](O)CC[C@]4(C)[C@H]3CC[C@@]21C)C(C)C. The result is 0 (non-mutagenic). (2) The compound is O=[N+]([O-])c1c2c(c3ccc4cccc5ccc1c3c45)C=CCC2. The result is 0 (non-mutagenic). (3) The compound is Cc1cccc(N=Nc2c(O)ccc3ccccc23)c1C. The result is 0 (non-mutagenic). (4) The drug is c1ccc2c(c1)ccc1c2ccc2cccnc21. The result is 1 (mutagenic).